From a dataset of Catalyst prediction with 721,799 reactions and 888 catalyst types from USPTO. Predict which catalyst facilitates the given reaction. (1) Reactant: [F:1][C:2]1[CH:3]=[C:4]([C@H:8]([O:22][CH2:23][CH2:24]OS(C)(=O)=O)[C@@H:9]2[CH2:14][CH2:13][CH2:12][N:11]([C:15]([O:17][C:18]([CH3:21])([CH3:20])[CH3:19])=[O:16])[CH2:10]2)[CH:5]=[CH:6][CH:7]=1.CN(C=O)C.[N-:35]=[N+:36]=[N-:37].[Na+]. Product: [N:35]([CH2:24][CH2:23][O:22][C@@H:8]([C:4]1[CH:5]=[CH:6][CH:7]=[C:2]([F:1])[CH:3]=1)[C@@H:9]1[CH2:14][CH2:13][CH2:12][N:11]([C:15]([O:17][C:18]([CH3:21])([CH3:20])[CH3:19])=[O:16])[CH2:10]1)=[N+:36]=[N-:37]. The catalyst class is: 25. (2) Reactant: Cl.[NH:2]1[CH2:7][CH2:6][CH2:5][C@@H:4]([NH:8][C:9]2[C:14]([C:15]([NH2:17])=[O:16])=[CH:13][N:12]=[C:11]3[NH:18][CH:19]=[CH:20][C:10]=23)[CH2:3]1.C(N(CC)CC)C.[CH3:28][S:29](Cl)(=[O:31])=[O:30].O. Product: [CH3:28][S:29]([N:2]1[CH2:7][CH2:6][CH2:5][C@@H:4]([NH:8][C:9]2[C:14]([C:15]([NH2:17])=[O:16])=[CH:13][N:12]=[C:11]3[NH:18][CH:19]=[CH:20][C:10]=23)[CH2:3]1)(=[O:31])=[O:30]. The catalyst class is: 526.